From a dataset of Full USPTO retrosynthesis dataset with 1.9M reactions from patents (1976-2016). Predict the reactants needed to synthesize the given product. Given the product [F:19][C:13]1[CH:14]=[CH:15][CH:16]=[C:17]([F:18])[C:12]=1[CH2:11][N:9]1[CH:10]=[C:6]([NH2:5])[N:7]=[N:8]1, predict the reactants needed to synthesize it. The reactants are: C(OC(=O)[NH:5][C:6]1[N:7]=[N:8][N:9]([CH2:11][C:12]2[C:17]([F:18])=[CH:16][CH:15]=[CH:14][C:13]=2[F:19])[CH:10]=1)C.[OH-].[Na+].CCO.Cl.